From a dataset of Full USPTO retrosynthesis dataset with 1.9M reactions from patents (1976-2016). Predict the reactants needed to synthesize the given product. (1) Given the product [N:1]([C@@:4]1(/[CH:29]=[CH:30]/[P:31](=[O:32])([OH:35])[OH:38])[C@@H:8]([OH:9])[C@@H:7]([OH:10])[C@H:6]([N:11]2[CH:19]=[N:18][C:17]3[C:12]2=[N:13][CH:14]=[N:15][C:16]=3[NH:20][C:21](=[O:28])[C:22]2[CH:23]=[CH:24][CH:25]=[CH:26][CH:27]=2)[O:5]1)=[N+:2]=[N-:3], predict the reactants needed to synthesize it. The reactants are: [N:1]([C@@:4]1(/[CH:29]=[CH:30]/[P:31](=[O:38])([O:35]CC)[O:32]CC)[C@@H:8]([OH:9])[C@@H:7]([OH:10])[C@H:6]([N:11]2[CH:19]=[N:18][C:17]3[C:12]2=[N:13][CH:14]=[N:15][C:16]=3[NH:20][C:21](=[O:28])[C:22]2[CH:27]=[CH:26][CH:25]=[CH:24][CH:23]=2)[O:5]1)=[N+:2]=[N-:3].N1C(C)=CC=CC=1C.[Si](I)(C)(C)C. (2) Given the product [C:1]([C:3]1([NH:6][C:7]([C@@H:9]2[CH2:14][CH2:13][CH2:12][CH2:11][C@H:10]2[C:15]([N:17]2[CH2:37][CH2:36][C:20]3[NH:21][C:22]4[C:23]([OH:28])=[CH:24][CH:25]=[CH:26][C:27]=4[C:19]=3[CH2:18]2)=[O:16])=[O:8])[CH2:5][CH2:4]1)#[N:2], predict the reactants needed to synthesize it. The reactants are: [C:1]([C:3]1([NH:6][C:7]([C@@H:9]2[CH2:14][CH2:13][CH2:12][CH2:11][C@H:10]2[C:15]([N:17]2[CH2:37][CH2:36][C:20]3[NH:21][C:22]4[C:23]([O:28]CC5C=CC=CC=5)=[CH:24][CH:25]=[CH:26][C:27]=4[C:19]=3[CH2:18]2)=[O:16])=[O:8])[CH2:5][CH2:4]1)#[N:2]. (3) Given the product [CH3:1][C:2]1[CH:7]=[CH:6][CH:5]=[C:4]([C:8]#[C:9][CH:10]=[C:11]2[CH2:12][CH2:13][N:14]([C:18]3[NH:22][C:21]([CH3:23])=[N:20][C:19]=3[N+:24]([O-:26])=[O:25])[CH2:15][CH2:16]2)[N:3]=1, predict the reactants needed to synthesize it. The reactants are: [CH3:1][C:2]1[CH:7]=[CH:6][CH:5]=[C:4]([C:8]#[C:9][CH:10]=[C:11]2[CH2:16][CH2:15][NH:14][CH2:13][CH2:12]2)[N:3]=1.Br[C:18]1[NH:22][C:21]([CH3:23])=[N:20][C:19]=1[N+:24]([O-:26])=[O:25].C(=O)(O)[O-].[K+]. (4) Given the product [F:45][C:2]([F:1])([F:44])[C:3]1[CH:4]=[C:5]([CH:41]=[CH:42][CH:43]=1)[CH2:6][NH:7][C:8]([C:10]1[CH:15]=[CH:14][N:13]=[C:12]([C:16]2[CH:21]=[C:20]([N:22]3[CH2:23][CH2:24][CH2:25][CH2:26][CH2:27]3)[CH:19]=[CH:18][C:17]=2[NH:28][C:29]([C:31]2[CH:32]=[C:33]([CH:38]=[CH:39][CH:40]=2)[C:34]([OH:36])=[O:35])=[O:30])[CH:11]=1)=[O:9], predict the reactants needed to synthesize it. The reactants are: [F:1][C:2]([F:45])([F:44])[C:3]1[CH:4]=[C:5]([CH:41]=[CH:42][CH:43]=1)[CH2:6][NH:7][C:8]([C:10]1[CH:15]=[CH:14][N:13]=[C:12]([C:16]2[CH:21]=[C:20]([N:22]3[CH2:27][CH2:26][CH2:25][CH2:24][CH2:23]3)[CH:19]=[CH:18][C:17]=2[NH:28][C:29]([C:31]2[CH:32]=[C:33]([CH:38]=[CH:39][CH:40]=2)[C:34]([O:36]C)=[O:35])=[O:30])[CH:11]=1)=[O:9].O.[OH-].[Li+]. (5) The reactants are: [NH:1]1[CH:5]=[C:4]([CH2:6][CH2:7][NH:8][CH2:9][CH2:10][CH2:11][CH2:12][CH3:13])[N:3]=[CH:2]1.Cl[C:15]([O:17][CH3:18])=[O:16]. Given the product [NH:1]1[CH:5]=[C:4]([CH2:6][CH2:7][N:8]([CH2:9][CH2:10][CH2:11][CH2:12][CH3:13])[C:15](=[O:16])[O:17][CH3:18])[N:3]=[CH:2]1, predict the reactants needed to synthesize it. (6) Given the product [Br:1][C:2]1[C:3](=[O:19])[N:4]([CH2:31][C:28]2[O:27][C:26]([C:24]([O:23][CH3:22])=[O:25])=[CH:30][CH:29]=2)[C:5]([CH3:18])=[CH:6][C:7]=1[O:8][CH2:9][C:10]1[CH:15]=[CH:14][C:13]([F:16])=[CH:12][C:11]=1[F:17], predict the reactants needed to synthesize it. The reactants are: [Br:1][C:2]1[C:3](=[O:19])[NH:4][C:5]([CH3:18])=[CH:6][C:7]=1[O:8][CH2:9][C:10]1[CH:15]=[CH:14][C:13]([F:16])=[CH:12][C:11]=1[F:17].[H-].[Na+].[CH3:22][O:23][C:24]([C:26]1[O:27][C:28]([CH2:31]Cl)=[CH:29][CH:30]=1)=[O:25].C(#N)C.O. (7) Given the product [NH2:1][C:2]1[S:3][C:7]([C:6](=[O:5])[CH2:23][CH3:24])=[C:8]([CH2:9][CH3:10])[N:4]=1, predict the reactants needed to synthesize it. The reactants are: [NH2:1][C:2]([NH2:4])=[S:3].[O:5]=[C:6]([CH2:23][CH3:24])[CH:7](OS(C1C=CC(C)=CC=1)(=O)=O)[C:8](=O)[CH2:9][CH3:10].[OH-].[Na+]. (8) Given the product [Br:15][C:16]1[CH:17]=[C:18]([F:23])[C:19]([CH:2]([C:3]([O:5][CH3:6])=[O:4])[C:1]([O:8][C:9]([CH3:12])([CH3:11])[CH3:10])=[O:7])=[N:20][CH:21]=1, predict the reactants needed to synthesize it. The reactants are: [C:1]([O:8][C:9]([CH3:12])([CH3:11])[CH3:10])(=[O:7])[CH2:2][C:3]([O:5][CH3:6])=[O:4].[H-].[Na+].[Br:15][C:16]1[CH:17]=[C:18]([F:23])[C:19](F)=[N:20][CH:21]=1. (9) Given the product [OH:16][CH2:17][C:18]1[CH2:19][S:20][C@@H:21]2[CH:28]([NH:29][C:30](=[O:37])[CH2:31][C:32]3[S:33][CH:34]=[CH:35][CH:36]=3)[C:27](=[O:38])[N:22]2[C:23]=1[C:24]([O:26][CH:7]([C:10]1[CH:15]=[CH:14][CH:13]=[CH:12][CH:11]=1)[C:1]1[CH:6]=[CH:5][CH:4]=[CH:3][CH:2]=1)=[O:25], predict the reactants needed to synthesize it. The reactants are: [C:1]1([C:7]([C:10]2[CH:15]=[CH:14][CH:13]=[CH:12][CH:11]=2)=[N+]=[N-])[CH:6]=[CH:5][CH:4]=[CH:3][CH:2]=1.[OH:16][CH2:17][C:18]1[CH2:19][S:20][C@@H:21]2[CH:28]([NH:29][C:30](=[O:37])[CH2:31][C:32]3[S:33][CH:34]=[CH:35][CH:36]=3)[C:27](=[O:38])[N:22]2[C:23]=1[C:24]([OH:26])=[O:25].O1CCCC1.C(OCC)(=O)C.